From a dataset of NCI-60 drug combinations with 297,098 pairs across 59 cell lines. Regression. Given two drug SMILES strings and cell line genomic features, predict the synergy score measuring deviation from expected non-interaction effect. (1) Drug 1: C1=CN(C=N1)CC(O)(P(=O)(O)O)P(=O)(O)O. Drug 2: COC1=C2C(=CC3=C1OC=C3)C=CC(=O)O2. Cell line: RPMI-8226. Synergy scores: CSS=9.71, Synergy_ZIP=2.83, Synergy_Bliss=-5.84, Synergy_Loewe=3.09, Synergy_HSA=-3.79. (2) Drug 1: CC1OCC2C(O1)C(C(C(O2)OC3C4COC(=O)C4C(C5=CC6=C(C=C35)OCO6)C7=CC(=C(C(=C7)OC)O)OC)O)O. Drug 2: C1=NC2=C(N1)C(=S)N=CN2. Cell line: NCI-H322M. Synergy scores: CSS=-7.70, Synergy_ZIP=-6.96, Synergy_Bliss=-32.1, Synergy_Loewe=-42.7, Synergy_HSA=-30.9. (3) Drug 1: C1=NC2=C(N1)C(=S)N=CN2. Drug 2: C(CN)CNCCSP(=O)(O)O. Cell line: SK-OV-3. Synergy scores: CSS=21.8, Synergy_ZIP=0.656, Synergy_Bliss=0.133, Synergy_Loewe=-32.1, Synergy_HSA=-0.940.